Dataset: Full USPTO retrosynthesis dataset with 1.9M reactions from patents (1976-2016). Task: Predict the reactants needed to synthesize the given product. (1) Given the product [CH3:32][N:33]([CH3:34])[C:28]([C:26]1[N:27]=[C:23]([CH2:22][N:3]2[C:4]3[C:9](=[CH:8][CH:7]=[CH:6][CH:5]=3)[C:10]3([CH2:14][O:13][C:12]4[CH:15]=[C:16]5[C:20](=[CH:21][C:11]3=4)[CH2:19][CH2:18][O:17]5)[C:2]2=[O:1])[O:24][CH:25]=1)=[O:29], predict the reactants needed to synthesize it. The reactants are: [O:1]=[C:2]1[C:10]2([CH2:14][O:13][C:12]3[CH:15]=[C:16]4[C:20](=[CH:21][C:11]2=3)[CH2:19][CH2:18][O:17]4)[C:9]2[C:4](=[CH:5][CH:6]=[CH:7][CH:8]=2)[N:3]1[CH2:22][C:23]1[O:24][CH:25]=[C:26]([C:28](O)=[O:29])[N:27]=1.O=[C:32]1C2(COC3C=C4C(=CC2=3)CCO4)C2[C:34](=CC=CC=2)[N:33]1CC1OC(C(O)=O)=CC=1. (2) Given the product [ClH:30].[CH:1]([S:4]([C:7]1[C:8]([C@H:13]2[C@@H:17]([C:18]([O:20][CH2:21][CH3:22])=[O:19])[CH2:16][CH2:15][NH:14]2)=[N:9][CH:10]=[CH:11][CH:12]=1)(=[O:5])=[O:6])([CH3:3])[CH3:2], predict the reactants needed to synthesize it. The reactants are: [CH:1]([S:4]([C:7]1[C:8]([C@H:13]2[C@@H:17]([C:18]([O:20][CH2:21][CH3:22])=[O:19])[CH2:16][CH2:15][N:14]2C(OC(C)(C)C)=O)=[N:9][CH:10]=[CH:11][CH:12]=1)(=[O:6])=[O:5])([CH3:3])[CH3:2].[ClH:30].O1CCOCC1.